Dataset: Reaction yield outcomes from USPTO patents with 853,638 reactions. Task: Predict the reaction yield, written as a fraction of the theoretical maximum amount of product (1.0 means a 100% yield; for example, 0.34 means a 34% yield). (1) The product is [C:23]([O:22][C:20]([N:7]([CH:4]1[CH2:3][CH2:2][O:1][CH2:6][CH2:5]1)[CH2:8][C:9]([OH:11])=[O:10])=[O:19])([CH3:26])([CH3:25])[CH3:24]. The yield is 0.430. The reactants are [O:1]1[CH2:6][CH2:5][CH:4]([NH:7][CH2:8][C:9]([OH:11])=[O:10])[CH2:3][CH2:2]1.CCN(CC)CC.[O:19](C(OC(C)(C)C)=O)[C:20]([O:22][C:23]([CH3:26])([CH3:25])[CH3:24])=O.Cl.O.P. The catalyst is CN(C=O)C. (2) The reactants are [F:1][C:2]1[CH:3]=[C:4]([CH:6]=[CH:7][C:8]=1[N:9]1[CH2:14][CH2:13][N:12]([C:15]([C:17]2[CH:22]=[C:21]([S:23]([CH3:26])(=[O:25])=[O:24])[CH:20]=[CH:19][C:18]=2[C:27]2[CH:32]=[CH:31][C:30]([F:33])=[CH:29][CH:28]=2)=[O:16])[CH2:11][CH2:10]1)[NH2:5].[C:34](OC(=O)C)(=[O:36])[CH3:35]. No catalyst specified. The product is [F:1][C:2]1[CH:3]=[C:4]([NH:5][C:34](=[O:36])[CH3:35])[CH:6]=[CH:7][C:8]=1[N:9]1[CH2:10][CH2:11][N:12]([C:15]([C:17]2[CH:22]=[C:21]([S:23]([CH3:26])(=[O:24])=[O:25])[CH:20]=[CH:19][C:18]=2[C:27]2[CH:28]=[CH:29][C:30]([F:33])=[CH:31][CH:32]=2)=[O:16])[CH2:13][CH2:14]1. The yield is 0.800. (3) The reactants are [Br-].[CH2:2]([C:4]1([O:9][C:10](=[O:34])[CH2:11][O:12][C:13]2[C:18]([CH3:19])=[CH:17][C:16]([S+:20]3[C:24]4[CH:25]=[CH:26][CH:27]=[CH:28][C:23]=4[C:22]4[CH:29]=[CH:30][CH:31]=[CH:32][C:21]3=4)=[CH:15][C:14]=2[CH3:33])[CH2:8][CH2:7][CH2:6][CH2:5]1)[CH3:3].[CH3:35][C@:36]12[CH2:52][CH2:51][C:50](=[O:53])[CH2:49][CH:48]1[CH2:47][C:46](=[O:54])[C@@H:45]1[C@@H:37]2[CH2:38][C:39](=[O:75])[C@@:40]2([CH3:74])[C@H:44]1[CH2:43][CH2:42][C@@H:41]2[C@H:55]([CH3:73])[CH2:56][CH2:57][C:58]([O:60][CH2:61][CH2:62][C:63]([F:72])([F:71])[C:64]([F:70])([F:69])[S:65]([O-:68])(=[O:67])=[O:66])=[O:59].[Na+].O. The catalyst is ClCCl. The product is [CH3:35][C@:36]12[CH2:52][CH2:51][C:50](=[O:53])[CH2:49][CH:48]1[CH2:47][C:46](=[O:54])[C@@H:45]1[C@@H:37]2[CH2:38][C:39](=[O:75])[C@@:40]2([CH3:74])[C@H:44]1[CH2:43][CH2:42][C@@H:41]2[C@H:55]([CH3:73])[CH2:56][CH2:57][C:58]([O:60][CH2:61][CH2:62][C:63]([F:72])([F:71])[C:64]([F:69])([F:70])[S:65]([O-:68])(=[O:66])=[O:67])=[O:59].[CH2:2]([C:4]1([O:9][C:10](=[O:34])[CH2:11][O:12][C:13]2[C:14]([CH3:33])=[CH:15][C:16]([S+:20]3[C:21]4[CH:32]=[CH:31][CH:30]=[CH:29][C:22]=4[C:23]4[CH:28]=[CH:27][CH:26]=[CH:25][C:24]3=4)=[CH:17][C:18]=2[CH3:19])[CH2:8][CH2:7][CH2:6][CH2:5]1)[CH3:3]. The yield is 0.800.